Dataset: Aqueous solubility values for 9,982 compounds from the AqSolDB database. Task: Regression/Classification. Given a drug SMILES string, predict its absorption, distribution, metabolism, or excretion properties. Task type varies by dataset: regression for continuous measurements (e.g., permeability, clearance, half-life) or binary classification for categorical outcomes (e.g., BBB penetration, CYP inhibition). For this dataset (solubility_aqsoldb), we predict Y. (1) The Y is -6.18 log mol/L. The drug is c1ccc(-c2ccc(-c3ccccc3)cc2)cc1. (2) The compound is CC(C)(C)c1ccc(O[P@]2OCC3(CO[P@@](Oc4ccc(C(C)(C)C)cc4C(C)(C)C)OC3)CO2)c(C(C)(C)C)c1. The Y is -6.81 log mol/L. (3) The compound is C=C(Cl)CSC(=S)N(CC)CC. The Y is -3.39 log mol/L. (4) The Y is -4.94 log mol/L. The drug is O=[N+]([O-])c1ccccc1-c1ccc(Cl)cc1. (5) The Y is -4.60 log mol/L. The molecule is CC#Cc1cc(C)nc(Nc2ccccc2)n1. (6) The compound is CCOc1ccc(N(CC)C(N)=O)cc1. The Y is -1.85 log mol/L.